From a dataset of Full USPTO retrosynthesis dataset with 1.9M reactions from patents (1976-2016). Predict the reactants needed to synthesize the given product. (1) Given the product [CH2:8]([C:3]1[CH:4]=[CH:5][CH:6]=[CH:7][C:2]=1[CH2:13][CH2:12][OH:11])[CH2:9][CH3:10], predict the reactants needed to synthesize it. The reactants are: Br[C:2]1[CH:7]=[CH:6][CH:5]=[CH:4][C:3]=1[CH2:8][CH2:9][CH3:10].[O:11]1[CH2:13][CH2:12]1. (2) Given the product [OH:32][C:33]1([C:11]2[S:12][C:8]([C:6]3[CH:7]=[C:2]([CH3:1])[CH:3]=[C:4]([NH:13][C:14]4[CH:19]=[C:18]([C:20]([F:23])([F:21])[F:22])[CH:17]=[CH:16][N:15]=4)[N:5]=3)=[CH:9][N:10]=2)[C:41]2[C:36](=[CH:37][C:38]([C:42]([O:44][CH3:45])=[O:43])=[CH:39][CH:40]=2)[CH2:35][CH2:34]1, predict the reactants needed to synthesize it. The reactants are: [CH3:1][C:2]1[CH:7]=[C:6]([C:8]2[S:12][CH:11]=[N:10][CH:9]=2)[N:5]=[C:4]([NH:13][C:14]2[CH:19]=[C:18]([C:20]([F:23])([F:22])[F:21])[CH:17]=[CH:16][N:15]=2)[CH:3]=1.[Li+].CC([N-]C(C)C)C.[O:32]=[C:33]1[C:41]2[C:36](=[CH:37][C:38]([C:42]([O:44][CH3:45])=[O:43])=[CH:39][CH:40]=2)[CH2:35][CH2:34]1. (3) The reactants are: [OH:1][C:2]1[CH:9]=[CH:8][C:5]([CH:6]=[O:7])=[CH:4][CH:3]=1.C(=O)([O-])[O-].[K+].[K+].[C:16](Cl)(=[O:23])[C:17]1[CH:22]=[CH:21][CH:20]=[CH:19][CH:18]=1. Given the product [C:16]([O:1][C:2]1[CH:9]=[CH:8][C:5]([CH:6]=[O:7])=[CH:4][CH:3]=1)(=[O:23])[C:17]1[CH:22]=[CH:21][CH:20]=[CH:19][CH:18]=1, predict the reactants needed to synthesize it. (4) Given the product [NH2:27][C:24]1[CH:25]=[CH:26][C:21]([C:10]2[N:11]=[C:12]([C:14]([CH3:20])([CH3:19])[C:15]([O:17][CH3:18])=[O:16])[NH:13][C:9]=2[C:3]2[CH:4]=[CH:5][C:6]([F:8])=[CH:7][C:2]=2[F:1])=[N:22][C:23]=1[OH:30], predict the reactants needed to synthesize it. The reactants are: [F:1][C:2]1[CH:7]=[C:6]([F:8])[CH:5]=[CH:4][C:3]=1[C:9]1[NH:13][C:12]([C:14]([CH3:20])([CH3:19])[C:15]([O:17][CH3:18])=[O:16])=[N:11][C:10]=1[C:21]1[CH:26]=[CH:25][C:24]([N+:27]([O-])=O)=[C:23]([OH:30])[N:22]=1.[H][H]. (5) Given the product [NH:1]([C:8]([O:10][C:11]([CH3:14])([CH3:13])[CH3:12])=[O:9])[C@H:2]([C:5]([OH:7])=[O:6])[CH2:3][NH:4][C:31]([O:30][CH2:29][C:26]1[CH:27]=[CH:28][CH:23]=[CH:24][CH:25]=1)=[O:32], predict the reactants needed to synthesize it. The reactants are: [NH:1]([C:8]([O:10][C:11]([CH3:14])([CH3:13])[CH3:12])=[O:9])[C@H:2]([C:5]([OH:7])=[O:6])[CH2:3][NH2:4].C([O-])([O-])=O.[K+].[K+].[OH-].[K+].[CH:23]1[CH:28]=[CH:27][C:26]([CH2:29][O:30][C:31](Cl)=[O:32])=[CH:25][CH:24]=1. (6) Given the product [Br:1][C:2]1[CH:3]=[CH:4][C:5](/[CH:8]=[CH:9]/[C:10]2[CH:11]=[C:12]([CH:16]=[CH:17][C:18]=2[O:19][CH3:20])[C:13]([NH:21][CH2:22][CH2:23][OH:24])=[O:15])=[CH:6][CH:7]=1, predict the reactants needed to synthesize it. The reactants are: [Br:1][C:2]1[CH:7]=[CH:6][C:5](/[CH:8]=[CH:9]/[C:10]2[CH:11]=[C:12]([CH:16]=[CH:17][C:18]=2[O:19][CH3:20])[C:13]([OH:15])=O)=[CH:4][CH:3]=1.[NH2:21][CH2:22][CH2:23][OH:24]. (7) Given the product [C:1]([C:5]1[CH:10]=[CH:9][C:8]([S:11]([N:14]([C:16]2[CH:20]=[CH:19][S:18][C:17]=2[C:21]([OH:23])=[O:22])[CH3:15])(=[O:12])=[O:13])=[CH:7][CH:6]=1)([CH3:4])([CH3:2])[CH3:3], predict the reactants needed to synthesize it. The reactants are: [C:1]([C:5]1[CH:10]=[CH:9][C:8]([S:11]([N:14]([C:16]2[CH:20]=[CH:19][S:18][C:17]=2[C:21]([O:23]C)=[O:22])[CH3:15])(=[O:13])=[O:12])=[CH:7][CH:6]=1)([CH3:4])([CH3:3])[CH3:2].[OH-].[Na+]. (8) Given the product [C:39]([OH:46])(=[O:45])/[CH:40]=[CH:41]\[C:42]([OH:44])=[O:43].[C:39]([OH:46])(=[O:45])/[CH:40]=[CH:41]\[C:42]([OH:44])=[O:43].[NH2:1][C:2]1[N:7]=[CH:6][N:5]=[C:4]2[N:8]([CH:33]3[CH2:38][CH2:37][NH:36][CH2:35][CH2:34]3)[N:9]=[C:10]([C:11]3[CH:16]=[CH:15][C:14]([NH:17][C:18](=[O:30])[C:19]4[CH:24]=[CH:23][C:22]([C:25]([F:28])([F:26])[F:27])=[CH:21][C:20]=4[F:29])=[C:13]([O:31][CH3:32])[CH:12]=3)[C:3]=12, predict the reactants needed to synthesize it. The reactants are: [NH2:1][C:2]1[N:7]=[CH:6][N:5]=[C:4]2[N:8]([CH:33]3[CH2:38][CH2:37][NH:36][CH2:35][CH2:34]3)[N:9]=[C:10]([C:11]3[CH:16]=[CH:15][C:14]([NH:17][C:18](=[O:30])[C:19]4[CH:24]=[CH:23][C:22]([C:25]([F:28])([F:27])[F:26])=[CH:21][C:20]=4[F:29])=[C:13]([O:31][CH3:32])[CH:12]=3)[C:3]=12.[C:39]([OH:46])(=[O:45])/[CH:40]=[CH:41]\[C:42]([OH:44])=[O:43]. (9) Given the product [NH2:1][C:2]1[C:11]2[N:10]=[CH:9][C:8]([CH2:12][CH2:13][C:14]3[CH:19]=[CH:18][C:17]([O:20][CH2:28][CH2:29][O:30][CH2:31][CH2:32][O:33][CH2:34][CH2:35][CH2:36][P:37](=[O:44])([O:41][CH2:42][CH3:43])[O:38][CH2:39][CH3:40])=[CH:16][C:15]=3[CH3:21])=[CH:7][C:6]=2[C:5]2[CH:22]=[CH:23][C:24]([CH3:26])=[CH:25][C:4]=2[N:3]=1, predict the reactants needed to synthesize it. The reactants are: [NH2:1][C:2]1[C:11]2[N:10]=[CH:9][C:8]([CH2:12][CH2:13][C:14]3[CH:19]=[CH:18][C:17]([OH:20])=[CH:16][C:15]=3[CH3:21])=[CH:7][C:6]=2[C:5]2[CH:22]=[CH:23][C:24]([CH3:26])=[CH:25][C:4]=2[N:3]=1.Br[CH2:28][CH2:29][O:30][CH2:31][CH2:32][O:33][CH2:34][CH2:35][CH2:36][P:37](=[O:44])([O:41][CH2:42][CH3:43])[O:38][CH2:39][CH3:40]. (10) Given the product [CH2:1]([O:8][C@@H:9]1[C@@H:14]([O:15][CH2:16][C:17]2[CH:18]=[CH:19][CH:20]=[CH:21][CH:22]=2)[C@H:13]([O:23][CH2:24][C:25]2[CH:30]=[CH:29][CH:28]=[CH:27][CH:26]=2)[C@@H:12]([CH2:31][O:32][CH2:33][C:34]2[CH:35]=[CH:36][CH:37]=[CH:38][CH:39]=2)[S:11][C@:10]21[C:47]1[C:42](=[CH:43][CH:44]=[C:45]([CH2:48][O:49][C:51]([O:53][CH3:54])=[O:52])[CH:46]=1)[CH2:41][O:40]2)[C:2]1[CH:7]=[CH:6][CH:5]=[CH:4][CH:3]=1, predict the reactants needed to synthesize it. The reactants are: [CH2:1]([O:8][C@@H:9]1[C@@H:14]([O:15][CH2:16][C:17]2[CH:22]=[CH:21][CH:20]=[CH:19][CH:18]=2)[C@H:13]([O:23][CH2:24][C:25]2[CH:30]=[CH:29][CH:28]=[CH:27][CH:26]=2)[C@@H:12]([CH2:31][O:32][CH2:33][C:34]2[CH:39]=[CH:38][CH:37]=[CH:36][CH:35]=2)[S:11][C@:10]21[C:47]1[C:42](=[CH:43][CH:44]=[C:45]([CH2:48][OH:49])[CH:46]=1)[CH2:41][O:40]2)[C:2]1[CH:7]=[CH:6][CH:5]=[CH:4][CH:3]=1.Cl[C:51]([O:53][CH3:54])=[O:52].S([O-])(O)(=O)=O.[K+].C(OCC)(=O)C.